From a dataset of Reaction yield outcomes from USPTO patents with 853,638 reactions. Predict the reaction yield, written as a fraction of the theoretical maximum amount of product (1.0 means a 100% yield; for example, 0.34 means a 34% yield). (1) The reactants are Br.Br[CH2:3][C:4]1[N:5]=[C:6]2[C:11](=[N:12][CH:13]=1)[N:10]=[C:9]([NH2:14])[N:8]=[C:7]2[NH2:15].Cl.[CH3:17][O:18][C:19]1[CH:20]=[C:21]([CH2:27][CH2:28][NH2:29])[CH:22]=[CH:23][C:24]=1[O:25][CH3:26].C(=O)(O)[O-]. The catalyst is CN(C)C(=O)C. The product is [CH3:17][O:18][C:19]1[CH:20]=[C:21]([CH2:27][CH2:28][NH:29][CH2:3][C:4]2[N:5]=[C:6]3[C:11](=[N:12][CH:13]=2)[N:10]=[C:9]([NH2:14])[N:8]=[C:7]3[NH2:15])[CH:22]=[CH:23][C:24]=1[O:25][CH3:26]. The yield is 0.196. (2) The reactants are C([NH:11][CH2:12][CH2:13][CH2:14][CH2:15][C:16]1[CH:21]=[CH:20][CH:19]=[CH:18][C:17]=1[O:22][CH2:23][CH:24]([OH:27])[CH2:25][OH:26])(OCC1C=CC=CC=1)=O.[H][H]. The catalyst is CO.[Pd]. The product is [OH:27][CH:24]([CH2:25][OH:26])[CH2:23][O:22][C:17]1[CH:18]=[CH:19][CH:20]=[CH:21][C:16]=1[CH2:15][CH2:14][CH2:13][CH2:12][NH2:11]. The yield is 0.660. (3) The reactants are [F:1][C:2]1[CH:3]=[CH:4][CH:5]=[C:6]2[C:10]=1[NH:9][C:8](=[O:11])[CH:7]2[C:12]1[C:20]([OH:21])=[CH:19][C:15]2[O:16][CH2:17][O:18][C:14]=2[CH:13]=1.C=O.[CH2:24](P(CCCC)CCCC)CCC.N(C(OC(C)(C)C)=O)=NC(OC(C)(C)C)=O. The catalyst is C1COCC1. The product is [F:1][C:2]1[CH:3]=[CH:4][CH:5]=[C:6]2[C:10]=1[NH:9][C:8](=[O:11])[C:7]12[C:12]2=[CH:13][C:14]3[O:18][CH2:17][O:16][C:15]=3[CH:19]=[C:20]2[O:21][CH2:24]1. The yield is 0.170. (4) The reactants are Cl[C:2]1[CH:7]=[CH:6][CH:5]=[CH:4][N+:3]=1[O-:8].[NH2:9][CH2:10][CH2:11][CH2:12][OH:13].C([O-])(O)=O.[Na+].C(O)(CC)(C)C. The catalyst is C(Cl)Cl.CO.C(Cl)(Cl)Cl. The product is [OH:13][CH2:12][CH2:11][CH2:10][NH:9][C:2]1[CH:7]=[CH:6][CH:5]=[CH:4][N+:3]=1[O-:8]. The yield is 0.930.